Task: Predict the reactants needed to synthesize the given product.. Dataset: Full USPTO retrosynthesis dataset with 1.9M reactions from patents (1976-2016) (1) Given the product [CH:12]1([C:2]2[C:7]([C:8]([F:11])([F:10])[F:9])=[CH:6][CH:5]=[CH:4][N:3]=2)[CH2:14][CH2:13]1, predict the reactants needed to synthesize it. The reactants are: Br[C:2]1[C:7]([C:8]([F:11])([F:10])[F:9])=[CH:6][CH:5]=[CH:4][N:3]=1.[CH:12]1(B(O)O)[CH2:14][CH2:13]1.P([O-])([O-])([O-])=O.[K+].[K+].[K+].C1(P(C2CCCCC2)C2CCCCC2)CCCCC1. (2) Given the product [C:6]([C:8]1[C:16]2[C:11](=[CH:12][CH:13]=[CH:14][CH:15]=2)[N:10]([C:17]2[CH:26]=[CH:25][C:24]3[C:19](=[CH:20][CH:21]=[CH:22][CH:23]=3)[N:18]=2)[CH:9]=1)([OH:7])=[O:5], predict the reactants needed to synthesize it. The reactants are: O.[OH-].[Li+].C[O:5][C:6]([C:8]1[C:16]2[C:11](=[CH:12][CH:13]=[CH:14][CH:15]=2)[N:10]([C:17]2[CH:26]=[CH:25][C:24]3[C:19](=[CH:20][CH:21]=[CH:22][CH:23]=3)[N:18]=2)[CH:9]=1)=[O:7]. (3) Given the product [F:32][C:24]1[CH:23]=[C:22]([NH:21][C:11]2[CH:10]=[C:9]([C:6]3[CH:5]=[CH:4][N:3]=[CH:2][C:7]=3[CH3:8])[N:13]([CH2:14][CH2:15][C:16]([N:18]([CH3:20])[CH3:19])=[O:17])[N:12]=2)[CH:27]=[C:26]([C:28]([F:29])([F:31])[F:30])[CH:25]=1, predict the reactants needed to synthesize it. The reactants are: Cl[C:2]1[C:7]([CH3:8])=[C:6]([C:9]2[N:13]([CH2:14][CH2:15][C:16]([N:18]([CH3:20])[CH3:19])=[O:17])[N:12]=[C:11]([NH:21][C:22]3[CH:27]=[C:26]([C:28]([F:31])([F:30])[F:29])[CH:25]=[C:24]([F:32])[CH:23]=3)[CH:10]=2)[CH:5]=[CH:4][N:3]=1.CCN(CC)CC.S1C=CC=C1. (4) Given the product [CH3:9][O:10][C:11]([C:13]1[C:18]([Br:19])=[C:17]([NH:20][CH2:21][C:22]2[CH:27]=[CH:26][CH:25]=[CH:24][C:23]=2[N+:28]([O-:30])=[O:29])[C:16]([Cl:1])=[C:15]([Cl:31])[N:14]=1)=[O:12], predict the reactants needed to synthesize it. The reactants are: [Cl:1]N1C(=O)CCC1=O.[CH3:9][O:10][C:11]([C:13]1[C:18]([Br:19])=[C:17]([NH:20][CH2:21][C:22]2[CH:27]=[CH:26][CH:25]=[CH:24][C:23]=2[N+:28]([O-:30])=[O:29])[CH:16]=[C:15]([Cl:31])[N:14]=1)=[O:12]. (5) Given the product [CH3:24][C:20]1([CH3:25])[C:18]2[C:17](=[CH:16][CH:15]=[CH:14][CH:19]=2)[S:23][CH2:22][CH2:21]1, predict the reactants needed to synthesize it. The reactants are: CCOC(C1C=CC(C#C[C:14]2[CH:15]=[CH:16][C:17]3[S:23][CH2:22][CH2:21][C:20]([CH3:25])([CH3:24])[C:18]=3[CH:19]=2)=NC=1)=O.CC1(C)C2C(=CC=C(C#C)C=2)SCC1.C1(S)C=CC=CC=1.BrCC=C(C)C.[OH-].[Na+].O=P12OP3(OP(OP(O3)(O1)=O)(=O)O2)=O.P(=O)(O)(O)O.